From a dataset of Forward reaction prediction with 1.9M reactions from USPTO patents (1976-2016). Predict the product of the given reaction. (1) Given the reactants O[C@H:2]1[CH2:21][CH2:20][C@@:19]2([CH3:22])[C@@H:4]([CH2:5][CH2:6][C@@H:7]3[C@@H:18]2[CH2:17][CH2:16][C@@:15]2([CH3:23])[C@H:8]3[CH2:9][CH2:10][C@@H:11]2C(=O)C)[CH2:3]1.C1(P(C2C=CC=CC=2)C2C=CC=CC=2)C=CC=CC=1.N(C([O:52][CH2:53][CH3:54])=O)=NC(OCC)=O.C1(P([N:69]=[N+:70]=[N-:71])(C2C=CC=CC=2)=O)C=CC=CC=1, predict the reaction product. The product is: [N:69]([C@@H:2]1[CH2:21][CH2:20][C@@:19]2([CH3:22])[C@@H:4]([CH2:5][CH2:6][C@@H:7]3[C@@H:18]2[CH2:17][CH2:16][C@@:15]2([CH3:23])[C@H:8]3[CH2:9][CH2:10][C@@H:11]2[C:53](=[O:52])[CH3:54])[CH2:3]1)=[N+:70]=[N-:71]. (2) Given the reactants CC1(C)C(C)(C)OB([C:9]2[CH:14]=[CH:13][CH:12]=[C:11]([N+:15]([O-:17])=[O:16])[CH:10]=2)O1.I[C:20]1[CH:21]=[C:22]([CH:36]=[CH:37][C:38]=1[CH3:39])[C:23]([NH:25][C:26]1[CH:31]=[CH:30][CH:29]=[C:28]([C:32]([F:35])([F:34])[F:33])[CH:27]=1)=[O:24].C(=O)([O-])[O-].[K+].[K+].C1(C)C=CC=CC=1, predict the reaction product. The product is: [CH3:39][C:38]1[C:20]([C:9]2[CH:14]=[CH:13][CH:12]=[C:11]([N+:15]([O-:17])=[O:16])[CH:10]=2)=[CH:21][C:22]([C:23]([NH:25][C:26]2[CH:31]=[CH:30][CH:29]=[C:28]([C:32]([F:33])([F:34])[F:35])[CH:27]=2)=[O:24])=[CH:36][CH:37]=1. (3) Given the reactants [Br:1][C:2]1[C:14]2[C:13]3[C:8](=[CH:9][CH:10]=[CH:11][CH:12]=3)[NH:7][C:6]=2[N:5]=[CH:4][CH:3]=1.[CH3:15][O:16]C1C=C2C(C3C(=[N+]([O-])C=CC=3)N2)=CC=1.P(Br)(Br)(Br)=O, predict the reaction product. The product is: [Br:1][C:2]1[C:14]2[C:13]3[C:8](=[CH:9][C:10]([O:16][CH3:15])=[CH:11][CH:12]=3)[NH:7][C:6]=2[N:5]=[CH:4][CH:3]=1.